Dataset: Peptide-MHC class I binding affinity with 185,985 pairs from IEDB/IMGT. Task: Regression. Given a peptide amino acid sequence and an MHC pseudo amino acid sequence, predict their binding affinity value. This is MHC class I binding data. (1) The peptide sequence is YYQLESTQI. The MHC is HLA-A23:01 with pseudo-sequence HLA-A23:01. The binding affinity (normalized) is 0.553. (2) The MHC is HLA-A02:06 with pseudo-sequence HLA-A02:06. The peptide sequence is IVSRSSRGV. The binding affinity (normalized) is 0.430. (3) The peptide sequence is EERDDTLTIL. The MHC is HLA-B40:01 with pseudo-sequence HLA-B40:01. The binding affinity (normalized) is 0.714. (4) The peptide sequence is SYFVVKRHTM. The MHC is HLA-A01:01 with pseudo-sequence HLA-A01:01. The binding affinity (normalized) is 0. (5) The peptide sequence is MVDESMMMS. The MHC is HLA-A03:01 with pseudo-sequence HLA-A03:01. The binding affinity (normalized) is 0.0847. (6) The peptide sequence is SLYSILSPFL. The MHC is HLA-A68:02 with pseudo-sequence HLA-A68:02. The binding affinity (normalized) is 0.186.